This data is from Forward reaction prediction with 1.9M reactions from USPTO patents (1976-2016). The task is: Predict the product of the given reaction. (1) Given the reactants C([O:9][CH:10]([CH2:32][O:33][P:34]([OH:37])([OH:36])=[O:35])[CH2:11][NH:12][C:13](=[O:31])[CH2:14][CH2:15][CH2:16][CH2:17][CH2:18][CH2:19][CH2:20]/[CH:21]=[CH:22]\[CH2:23][CH2:24][CH2:25][CH2:26][CH2:27][CH2:28][CH2:29][CH3:30])(=O)C1C=CC=CC=1.[OH-].[Na+], predict the reaction product. The product is: [OH:9][CH:10]([CH2:32][O:33][P:34]([OH:36])([OH:37])=[O:35])[CH2:11][NH:12][C:13](=[O:31])[CH2:14][CH2:15][CH2:16][CH2:17][CH2:18][CH2:19][CH2:20]/[CH:21]=[CH:22]\[CH2:23][CH2:24][CH2:25][CH2:26][CH2:27][CH2:28][CH2:29][CH3:30]. (2) Given the reactants [CH3:1][CH:2]([N:5]1[CH:9]=[CH:8][N:7]=[C:6]1[CH2:10]O)[CH2:3][CH3:4].S(Cl)([Cl:14])=O, predict the reaction product. The product is: [ClH:14].[CH3:1][CH:2]([N:5]1[CH:9]=[CH:8][N:7]=[C:6]1[CH2:10][Cl:14])[CH2:3][CH3:4]. (3) The product is: [CH2:26]([C:34]1([C:54](=[O:24])[C:55](=[P:5]([C:6]2[CH:11]=[CH:10][CH:9]=[CH:8][CH:7]=2)([C:18]2[CH:19]=[CH:20][CH:21]=[CH:22][CH:23]=2)[C:12]2[CH:13]=[CH:14][CH:15]=[CH:16][CH:17]=2)[C:56]#[N:57])[CH:35]=[CH:36][C:37]([C:40]2[CH:41]=[CH:42][CH:43]=[CH:44][CH:45]=2)=[CH:38][CH2:39]1)[CH2:27][CH2:28][CH2:29][CH2:30][CH2:31][CH2:32][CH3:33]. Given the reactants Cl.C(C=[P:5]([C:18]1[CH:23]=[CH:22][CH:21]=[CH:20][CH:19]=1)([C:12]1[CH:17]=[CH:16][CH:15]=[CH:14][CH:13]=1)[C:6]1[CH:11]=[CH:10][CH:9]=[CH:8][CH:7]=1)#N.[OH-:24].[Na+].[CH2:26]([C:34]1[CH:39]=[CH:38][C:37]([C:40]2[CH:45]=[CH:44][C:43](C(O)=O)=[CH:42][CH:41]=2)=[CH:36][CH:35]=1)[CH2:27][CH2:28][CH2:29][CH2:30][CH2:31][CH2:32][CH3:33].CCN=C=N[CH2:54][CH2:55][CH2:56][N:57](C)C.Cl, predict the reaction product. (4) Given the reactants [CH3:1][O:2][C:3]1[CH:4]=[C:5]2[C:10](=[CH:11][CH:12]=1)[CH2:9][C:8](=O)[CH2:7][CH2:6]2.CN.[C:16]([BH3-])#[N:17].[Na+].Cl, predict the reaction product. The product is: [CH3:1][O:2][C:3]1[CH:4]=[C:5]2[C:10](=[CH:11][CH:12]=1)[CH2:9][CH:8]([CH2:16][NH2:17])[CH2:7][CH2:6]2.